Dataset: Catalyst prediction with 721,799 reactions and 888 catalyst types from USPTO. Task: Predict which catalyst facilitates the given reaction. (1) Reactant: [Si]([O:8][CH2:9][CH:10]1[CH2:15][N:14]2[N:16]=[C:17]([I:24])[C:18]([C:19]([O:21]CC)=[O:20])=[C:13]2[CH2:12][N:11]1[C:25](=[O:35])[NH:26][C:27]1[CH:32]=[CH:31][C:30]([C:33]#[N:34])=[CH:29][CH:28]=1)(C(C)(C)C)(C)C.[Li+].[OH-]. Product: [C:33]([C:30]1[CH:29]=[CH:28][C:27]([NH:26][C:25]([N:11]2[CH:10]([CH2:9][OH:8])[CH2:15][N:14]3[N:16]=[C:17]([I:24])[C:18]([C:19]([OH:21])=[O:20])=[C:13]3[CH2:12]2)=[O:35])=[CH:32][CH:31]=1)#[N:34]. The catalyst class is: 20. (2) Reactant: Br[C:2]1[CH:11]=[CH:10][CH:9]=[C:8]([O:12][CH3:13])[C:3]=1[C:4]([O:6][CH3:7])=[O:5].[B-](F)(F)(F)[CH:15]=[CH2:16].[K+].C([O-])([O-])=O.[Na+].[Na+]. Product: [CH3:13][O:12][C:8]1[CH:9]=[CH:10][CH:11]=[C:2]([CH:15]=[CH2:16])[C:3]=1[C:4]([O:6][CH3:7])=[O:5]. The catalyst class is: 117. (3) Reactant: [CH3:1][NH:2][C:3]([C:5]1[CH:10]=[C:9]([O:11][C:12]2[CH:13]=[CH:14][C:15]3[O:19][C@@H:18]4[C@@H:20]([C:21]([O:23]CC)=[O:22])[C@@H:17]4[C:16]=3[CH:26]=2)[CH:8]=[CH:7][N:6]=1)=[O:4].[OH-].[Na+]. Product: [CH3:1][NH:2][C:3]([C:5]1[CH:10]=[C:9]([O:11][C:12]2[CH:13]=[CH:14][C:15]3[O:19][C@@H:18]4[C@@H:20]([C:21]([OH:23])=[O:22])[C@@H:17]4[C:16]=3[CH:26]=2)[CH:8]=[CH:7][N:6]=1)=[O:4]. The catalyst class is: 20. (4) Reactant: [NH2:1][C:2]1[CH:3]=[C:4]([CH:10]([NH:16][C:17]2[CH:22]=[CH:21][C:20]([C:23]#[N:24])=[CH:19][CH:18]=2)[C:11]([O:13][CH2:14][CH3:15])=[O:12])[CH:5]=[C:6]([CH2:8][CH3:9])[CH:7]=1.Cl.Cl[CH2:27][CH2:28][NH2:29].Cl[CH2:31][CH2:32]N. Product: [C:23]([C:20]1[CH:21]=[CH:22][C:17]([NH:16][CH:10]([C:4]2[CH:3]=[C:2]([N:1]3[CH2:32][CH2:31][NH:29][CH2:28][CH2:27]3)[CH:7]=[C:6]([CH2:8][CH3:9])[CH:5]=2)[C:11]([O:13][CH2:14][CH3:15])=[O:12])=[CH:18][CH:19]=1)#[N:24]. The catalyst class is: 159. (5) Reactant: [O:1]1[CH2:6][CH2:5][N:4]([CH2:7][CH2:8][N:9]([C:14]2[CH:22]=[CH:21][CH:20]=[C:19]3[C:15]=2[CH:16]=[CH:17][N:18]3[CH2:23][C:24]([OH:26])=[O:25])[S:10]([CH3:13])(=[O:12])=[O:11])[CH2:3][CH2:2]1.[Cl:27][C:28]1[CH:29]=[N+:30]([O-:53])[CH:31]=[C:32]([Cl:52])[C:33]=1[CH2:34][C@@H:35]([C:37]1[CH:42]=[CH:41][C:40]([O:43][CH:44]([F:46])[F:45])=[C:39]([O:47][CH2:48][CH:49]2[CH2:51][CH2:50]2)[CH:38]=1)O.C(Cl)CCl. Product: [Cl:27][C:28]1[CH:29]=[N+:30]([O-:53])[CH:31]=[C:32]([Cl:52])[C:33]=1[CH2:34][C@@H:35]([C:37]1[CH:42]=[CH:41][C:40]([O:43][CH:44]([F:46])[F:45])=[C:39]([O:47][CH2:48][CH:49]2[CH2:51][CH2:50]2)[CH:38]=1)[O:25][C:24](=[O:26])[CH2:23][N:18]1[C:19]2[C:15](=[C:14]([N:9]([CH2:8][CH2:7][N:4]3[CH2:5][CH2:6][O:1][CH2:2][CH2:3]3)[S:10]([CH3:13])(=[O:12])=[O:11])[CH:22]=[CH:21][CH:20]=2)[CH:16]=[CH:17]1. The catalyst class is: 64. (6) The catalyst class is: 136. Reactant: CN([P+](ON1N=NC2C=CC=CC1=2)(N(C)C)N(C)C)C.F[P-](F)(F)(F)(F)F.C(N(CC)CC)C.[NH2:35][C:36]1[N:44]=[CH:43][CH:42]=[CH:41][C:37]=1[C:38]([OH:40])=O.Cl.[C:46]([C:48]1[CH:49]=[C:50]([O:54][C:55]2[CH:56]=[C:57]([CH:60]=[CH:61][CH:62]=2)[CH2:58][NH2:59])[CH:51]=[CH:52][CH:53]=1)#[CH:47]. Product: [C:46]([C:48]1[CH:49]=[C:50]([O:54][C:55]2[CH:56]=[C:57]([CH2:58][NH:59][C:38](=[O:40])[C:37]3[CH:41]=[CH:42][CH:43]=[N:44][C:36]=3[NH2:35])[CH:60]=[CH:61][CH:62]=2)[CH:51]=[CH:52][CH:53]=1)#[CH:47].